This data is from Catalyst prediction with 721,799 reactions and 888 catalyst types from USPTO. The task is: Predict which catalyst facilitates the given reaction. Reactant: [CH3:1][C:2]1[CH:7]=[C:6]([O:8][CH3:9])[C:5]([CH3:10])=[CH:4][C:3]=1[NH:11][C:12](=[O:39])[CH2:13][N:14]([CH2:21][C:22]1[CH:27]=[CH:26][C:25]([S:28][C:29]([CH3:38])([CH3:37])[C:30]([O:32]C(C)(C)C)=[O:31])=[CH:24][CH:23]=1)[CH2:15][C:16]1[O:17][CH:18]=[CH:19][CH:20]=1.FC(F)(F)C(O)=O. Product: [CH3:1][C:2]1[CH:7]=[C:6]([O:8][CH3:9])[C:5]([CH3:10])=[CH:4][C:3]=1[NH:11][C:12](=[O:39])[CH2:13][N:14]([CH2:21][C:22]1[CH:23]=[CH:24][C:25]([S:28][C:29]([CH3:37])([CH3:38])[C:30]([OH:32])=[O:31])=[CH:26][CH:27]=1)[CH2:15][C:16]1[O:17][CH:18]=[CH:19][CH:20]=1. The catalyst class is: 4.